The task is: Predict the product of the given reaction.. This data is from Forward reaction prediction with 1.9M reactions from USPTO patents (1976-2016). (1) Given the reactants [F:1][C:2]1[CH:7]=[CH:6][C:5]([CH:8]([O:12][CH3:13])[C:9]([OH:11])=O)=[CH:4][CH:3]=1.C1CCC(N=C=NC2CCCCC2)CC1.[CH3:29][O:30][C:31]1[CH:32]=[C:33]([C:39]2[CH:43]=[CH:42][NH:41][N:40]=2)[CH:34]=[CH:35][C:36]=1[O:37][CH3:38], predict the reaction product. The product is: [CH3:29][O:30][C:31]1[CH:32]=[C:33]([C:39]2[CH:43]=[CH:42][N:41]([C:9](=[O:11])[CH:8]([C:5]3[CH:4]=[CH:3][C:2]([F:1])=[CH:7][CH:6]=3)[O:12][CH3:13])[N:40]=2)[CH:34]=[CH:35][C:36]=1[O:37][CH3:38]. (2) Given the reactants [C:1]([NH2:4])(=[O:3])[CH3:2].[H-].[Na+].[Cl:7][C:8]1[CH:9]=[C:10]([F:15])[C:11](F)=[N:12][CH:13]=1.[Cl-].[NH4+], predict the reaction product. The product is: [C:1]([NH:4][C:11]1[C:10]([F:15])=[CH:9][C:8]([Cl:7])=[CH:13][N:12]=1)(=[O:3])[CH3:2]. (3) The product is: [C:24]([CH2:23][C:16]1([CH2:20][CH2:21][CH3:22])[C:6]2[NH:7][C:8]3[C:4]([C:5]=2[CH2:19][CH2:18][O:17]1)=[C:3]([C:1]#[N:2])[CH:11]=[C:10]([C:12]([OH:14])=[O:13])[C:9]=3[CH3:15])([OH:26])=[O:25]. Given the reactants [C:1]([C:3]1[CH:11]=[C:10]([C:12]([OH:14])=[O:13])[C:9]([CH3:15])=[C:8]2[C:4]=1[C:5]1[CH2:19][CH2:18][O:17][C:16]([CH2:23][C:24]([O:26]CC)=[O:25])([CH2:20][CH2:21][CH3:22])[C:6]=1[NH:7]2)#[N:2].[OH-].[Na+].Cl, predict the reaction product. (4) Given the reactants [Cl:1][C:2]1[C:3]([C:10]([O:12][CH2:13][CH3:14])=[O:11])=[N:4][C:5]([C:8]#[N:9])=[CH:6][CH:7]=1.[C:15](O[C:15]([O:17][C:18]([CH3:21])([CH3:20])[CH3:19])=[O:16])([O:17][C:18]([CH3:21])([CH3:20])[CH3:19])=[O:16], predict the reaction product. The product is: [C:18]([O:17][C:15]([NH:9][CH2:8][C:5]1[N:4]=[C:3]([C:10]([O:12][CH2:13][CH3:14])=[O:11])[C:2]([Cl:1])=[CH:7][CH:6]=1)=[O:16])([CH3:21])([CH3:20])[CH3:19]. (5) Given the reactants [OH:1][C:2]1[CH:3]=[C:4]([CH:7]=[CH:8][CH:9]=1)[CH2:5][Br:6].[CH2:10]1[CH2:15][O:14][CH:13]=[CH:12][CH2:11]1.C1(C)C=CC(S([O-])(=O)=O)=CC=1.[NH+]1C=CC=CC=1, predict the reaction product. The product is: [Br:6][CH2:5][C:4]1[CH:3]=[C:2]([CH:9]=[CH:8][CH:7]=1)[O:1][CH:13]1[CH2:12][CH2:11][CH2:10][CH2:15][O:14]1. (6) Given the reactants [CH3:1][C:2]1[CH:7]=[CH:6][C:5]([OH:8])=[C:4]([C:9]2[CH:14]=[CH:13][N:12]=[CH:11][CH:10]=2)[CH:3]=1.[F:15][C:16]([F:29])([F:28])[S:17](O[S:17]([C:16]([F:29])([F:28])[F:15])(=[O:19])=[O:18])(=[O:19])=[O:18], predict the reaction product. The product is: [CH3:1][C:2]1[CH:7]=[CH:6][C:5]([O:8][S:17]([C:16]([F:29])([F:28])[F:15])(=[O:19])=[O:18])=[C:4]([C:9]2[CH:10]=[CH:11][N:12]=[CH:13][CH:14]=2)[CH:3]=1. (7) Given the reactants [CH:1]([O:4][P:5]([C:11]([NH:13][CH2:14][C@H:15]([NH:18]C(C1C=CC=CC=1)(C1C=CC=CC=1)C1C=CC=CC=1)[CH2:16][OH:17])=[O:12])([O:7][CH:8]([CH3:10])[CH3:9])=[O:6])([CH3:3])[CH3:2].FC(F)(F)C(O)=O.C([O-])(O)=O.[Na+].Cl[C:51]([O:53][CH2:54][C:55]1[CH:60]=[CH:59][CH:58]=[CH:57][CH:56]=1)=[O:52], predict the reaction product. The product is: [CH2:54]([O:53][C:51]([NH:18][C@@H:15]([CH2:14][NH:13][C:11]([P:5]([O:7][CH:8]([CH3:10])[CH3:9])([O:4][CH:1]([CH3:3])[CH3:2])=[O:6])=[O:12])[CH2:16][OH:17])=[O:52])[C:55]1[CH:60]=[CH:59][CH:58]=[CH:57][CH:56]=1.